Dataset: Retrosynthesis with 50K atom-mapped reactions and 10 reaction types from USPTO. Task: Predict the reactants needed to synthesize the given product. (1) Given the product O=[N+]([O-])c1cccc(Cn2c(CC(F)(F)F)nc3cc(Cl)c(Cl)cc32)c1, predict the reactants needed to synthesize it. The reactants are: FC(F)(F)Cc1nc2cc(Cl)c(Cl)cc2[nH]1.O=[N+]([O-])c1cccc(CBr)c1. (2) Given the product Nc1ccc(Cc2ccc(F)cc2)cn1, predict the reactants needed to synthesize it. The reactants are: Nc1ccc(C(=O)c2ccc(F)cc2)cn1.